Dataset: Full USPTO retrosynthesis dataset with 1.9M reactions from patents (1976-2016). Task: Predict the reactants needed to synthesize the given product. (1) Given the product [Br:1][C:2]1[CH:3]=[N:4][C:5]([N:9]2[CH2:14][CH2:13][S:12](=[O:16])(=[O:15])[CH2:11][CH2:10]2)=[N:6][CH:7]=1, predict the reactants needed to synthesize it. The reactants are: [Br:1][C:2]1[CH:3]=[N:4][C:5](Cl)=[N:6][CH:7]=1.[NH:9]1[CH2:14][CH2:13][S:12](=[O:16])(=[O:15])[CH2:11][CH2:10]1.C([O-])([O-])=O.[K+].[K+]. (2) Given the product [CH:12]1([N:8]2[C:9]3[C:4](=[CH:3][C:2]([C:29]4[CH:30]=[N:31][C:26]([NH:25][C:24](=[O:44])[NH:23][CH2:21][CH3:22])=[CH:27][C:28]=4[C:35]4[S:36][CH:37]=[C:38]([C:40]([F:43])([F:41])[F:42])[N:39]=4)=[CH:11][N:10]=3)[C:5](=[O:20])[C:6]([C:15]([O:17][CH2:18][CH3:19])=[O:16])=[CH:7]2)[CH2:14][CH2:13]1, predict the reactants needed to synthesize it. The reactants are: Br[C:2]1[CH:3]=[C:4]2[C:9](=[N:10][CH:11]=1)[N:8]([CH:12]1[CH2:14][CH2:13]1)[CH:7]=[C:6]([C:15]([O:17][CH2:18][CH3:19])=[O:16])[C:5]2=[O:20].[CH2:21]([NH:23][C:24](=[O:44])[NH:25][C:26]1[N:31]=[CH:30][C:29](B(O)O)=[C:28]([C:35]2[S:36][CH:37]=[C:38]([C:40]([F:43])([F:42])[F:41])[N:39]=2)[CH:27]=1)[CH3:22].C(=O)([O-])[O-].[Na+].[Na+]. (3) The reactants are: [NH2:1][C@H:2]([C:7]([OH:9])=[O:8])[C@H:3]([CH2:5][CH3:6])[CH3:4].F[C:11]1[CH:18]=[CH:17][C:16]([N+:19]([O-:21])=[O:20])=[CH:15][C:12]=1[C:13]#[N:14]. Given the product [C:13]([C:12]1[CH:15]=[C:16]([N+:19]([O-:21])=[O:20])[CH:17]=[CH:18][C:11]=1[NH:1][C@@H:2]([C@@H:3]([CH3:4])[CH2:5][CH3:6])[C:7]([OH:9])=[O:8])#[N:14], predict the reactants needed to synthesize it. (4) Given the product [CH3:26][CH2:25][CH2:24][CH2:23][CH2:22][CH2:21][CH2:20][CH2:19][C:16]1[CH:17]=[CH:18][C:13]([CH2:12][CH2:11][C:5]([NH2:27])([CH2:4][OH:3])[CH2:6][OH:7])=[CH:14][CH:15]=1, predict the reactants needed to synthesize it. The reactants are: C([O:3][C:4](=O)[C:5]([NH:27]C(=O)C)([CH2:11][CH2:12][C:13]1[CH:18]=[CH:17][C:16]([CH2:19][CH2:20][CH2:21][CH2:22][CH2:23][CH2:24][CH2:25][CH3:26])=[CH:15][CH:14]=1)[C:6](OCC)=[O:7])C.[Cl-].[Cl-].[Ca+2].[BH4-].[Na+].Cl.[OH-].[Na+]. (5) The reactants are: [CH2:1]([O:8][C:9]1[C:14]([N:15]2[S:19](=[O:21])(=[O:20])[NH:18][C:17](=[O:22])[CH2:16]2)=[C:13]([F:23])[C:12](Br)=[CH:11][CH:10]=1)[C:2]1[CH:7]=[CH:6][CH:5]=[CH:4][CH:3]=1.[CH3:25][C:26]([CH3:34])([CH2:29][CH2:30][CH2:31][CH:32]=[CH2:33])[C:27]#[N:28].C(N(CC)CC)C.C(P(C(C)(C)C)C1C=CC=CC=1C1C=CC=CC=1)(C)(C)C. Given the product [CH2:1]([O:8][C:9]1[CH:10]=[CH:11][C:12](/[CH:33]=[CH:32]\[CH2:31][CH2:30][CH2:29][C:26]([CH3:34])([CH3:25])[C:27]#[N:28])=[C:13]([F:23])[C:14]=1[N:15]1[CH2:16][C:17](=[O:22])[NH:18][S:19]1(=[O:21])=[O:20])[C:2]1[CH:7]=[CH:6][CH:5]=[CH:4][CH:3]=1, predict the reactants needed to synthesize it. (6) Given the product [Si:14]([O:13][CH2:12][CH2:11][CH2:10][CH2:9][CH2:8][CH2:7][CH2:6][CH2:5][CH2:4][CH2:3][CH2:2][Br:1])([C:17]([CH3:20])([CH3:19])[CH3:18])([CH3:16])[CH3:15], predict the reactants needed to synthesize it. The reactants are: [Br:1][CH2:2][CH2:3][CH2:4][CH2:5][CH2:6][CH2:7][CH2:8][CH2:9][CH2:10][CH2:11][CH2:12][OH:13].[Si:14](Cl)([C:17]([CH3:20])([CH3:19])[CH3:18])([CH3:16])[CH3:15].C(N(CC)CC)C.